From a dataset of Catalyst prediction with 721,799 reactions and 888 catalyst types from USPTO. Predict which catalyst facilitates the given reaction. (1) Reactant: [N:1]1[CH:6]=[CH:5][CH:4]=[C:3]([CH:7]([NH2:10])[CH2:8][CH3:9])[CH:2]=1.[OH:11][C:12]1[C:13]([C:25]2[CH:30]=[CH:29][CH:28]=[CH:27][CH:26]=2)=[N:14][C:15]2[C:20]([C:21]=1[C:22]([Cl:24])=[O:23])=[CH:19][CH:18]=[CH:17][CH:16]=2.C(N(CC)CC)C. Product: [N:1]1[CH:6]=[CH:5][CH:4]=[C:3]([CH:7]([NH:10][C:22]([C:21]2[C:20]3[C:15](=[CH:16][CH:17]=[CH:18][CH:19]=3)[N:14]=[C:13]([C:25]3[CH:30]=[CH:29][CH:28]=[CH:27][CH:26]=3)[C:12]=2[OH:11])=[O:23])[CH2:8][CH3:9])[CH:2]=1.[OH:11][C:12]1[C:13]([C:25]2[CH:30]=[CH:29][CH:28]=[CH:27][CH:26]=2)=[N:14][C:15]2[C:20]([C:21]=1[C:22]([Cl:24])=[O:23])=[CH:19][CH:18]=[CH:17][CH:16]=2. The catalyst class is: 13. (2) The catalyst class is: 11. Product: [CH3:8][O:9][CH:10]=[C:44]([C:41]1[CH:42]=[CH:43][C:38]([C:35]2[CH:36]=[CH:37][C:32]([C:31]([F:49])([F:48])[F:30])=[CH:33][CH:34]=2)=[CH:39][CH:40]=1)[CH2:45][CH3:46]. Reactant: CC(C)([O-])C.[K+].[Cl-].[CH3:8][O:9][CH2:10][P+](C1C=CC=CC=1)(C1C=CC=CC=1)C1C=CC=CC=1.[F:30][C:31]([F:49])([F:48])[C:32]1[CH:37]=[CH:36][C:35]([C:38]2[CH:43]=[CH:42][C:41]([C:44](=O)[CH2:45][CH3:46])=[CH:40][CH:39]=2)=[CH:34][CH:33]=1. (3) Reactant: [C:1]([O:5][C:6]([N:8]1[CH2:13][CH2:12][CH:11]([N:14]2[CH:18]=[N:17][C:16]([CH2:19][OH:20])=[N:15]2)[CH2:10][CH2:9]1)=[O:7])([CH3:4])([CH3:3])[CH3:2].C(N(CC)CC)C.[CH3:28][S:29](Cl)(=[O:31])=[O:30]. Product: [C:1]([O:5][C:6]([N:8]1[CH2:9][CH2:10][CH:11]([N:14]2[CH:18]=[N:17][C:16]([CH2:19][O:20][S:29]([CH3:28])(=[O:31])=[O:30])=[N:15]2)[CH2:12][CH2:13]1)=[O:7])([CH3:4])([CH3:2])[CH3:3]. The catalyst class is: 4. (4) Reactant: CN(C)[CH:3]=[C:4]([C:10](=[O:20])[C:11]1[CH:16]=[C:15]([F:17])[C:14]([F:18])=[CH:13][C:12]=1F)[C:5]([O:7][CH2:8][CH3:9])=[O:6].C(O)C.[C:25]([NH2:29])([CH3:28])([CH3:27])[CH3:26].C(=O)([O-])[O-].[K+].[K+]. Product: [C:25]([N:29]1[C:12]2[C:11](=[CH:16][C:15]([F:17])=[C:14]([F:18])[CH:13]=2)[C:10](=[O:20])[C:4]([C:5]([O:7][CH2:8][CH3:9])=[O:6])=[CH:3]1)([CH3:28])([CH3:27])[CH3:26]. The catalyst class is: 581. (5) Reactant: [O:1]1[C:5]2[CH:6]=[CH:7][C:8]([O:10][C:11]3[N:19]=[CH:18][CH:17]=[CH:16][C:12]=3[C:13]([OH:15])=O)=[CH:9][C:4]=2[O:3][CH2:2]1.[CH3:20][O:21][C:22](=[O:34])[CH2:23][O:24][C:25]1[CH:30]=[CH:29][C:28]([CH2:31][NH2:32])=[C:27]([F:33])[CH:26]=1.O.ON1C2C=CC=CC=2N=N1.Cl.CN(C)CCCN=C=NCC. Product: [CH3:20][O:21][C:22](=[O:34])[CH2:23][O:24][C:25]1[CH:30]=[CH:29][C:28]([CH2:31][NH:32][C:13]([C:12]2[C:11]([O:10][C:8]3[CH:7]=[CH:6][C:5]4[O:1][CH2:2][O:3][C:4]=4[CH:9]=3)=[N:19][CH:18]=[CH:17][CH:16]=2)=[O:15])=[C:27]([F:33])[CH:26]=1. The catalyst class is: 204. (6) Reactant: [CH3:1][N:2]([CH3:22])[C:3](=[O:21])[O:4][C:5]1[CH:10]=[CH:9][CH:8]=[C:7]([NH:11][C:12]([C:14]2([CH3:20])[CH2:19][CH2:18][NH:17][CH2:16][CH2:15]2)=[O:13])[CH:6]=1.Cl[C:24]1[C:25]2[C:32]([CH3:33])=[CH:31][NH:30][C:26]=2[N:27]=[CH:28][N:29]=1.C(N(CC)C(C)C)(C)C. Product: [CH3:22][N:2]([CH3:1])[C:3](=[O:21])[O:4][C:5]1[CH:10]=[CH:9][CH:8]=[C:7]([NH:11][C:12]([C:14]2([CH3:20])[CH2:15][CH2:16][N:17]([C:24]3[C:25]4[C:32]([CH3:33])=[CH:31][NH:30][C:26]=4[N:27]=[CH:28][N:29]=3)[CH2:18][CH2:19]2)=[O:13])[CH:6]=1. The catalyst class is: 32. (7) Reactant: [CH:1]([C:3]1[CH:11]=[CH:10][C:6]([C:7]([O-:9])=[O:8])=[CH:5][CH:4]=1)=O.[NH2:12][C:13]1[CH:25]=[CH:24][C:16]2[O:17][C:18]([CH3:23])([CH3:22])[O:19][C:20](=[O:21])[C:15]=2[CH:14]=1.O. Product: [CH3:23][C:18]1([CH3:22])[O:17][C:16]2[CH:24]=[CH:25][C:13]([NH:12][CH2:1][C:3]3[CH:11]=[CH:10][C:6]([C:7]([O:9][CH2:1][C:3]4[CH:11]=[CH:10][CH:6]=[CH:5][CH:4]=4)=[O:8])=[CH:5][CH:4]=3)=[CH:14][C:15]=2[C:20](=[O:21])[O:19]1. The catalyst class is: 11.